Predict the product of the given reaction. From a dataset of Forward reaction prediction with 1.9M reactions from USPTO patents (1976-2016). Given the reactants [Br:1][C:2]1[CH:7]=[CH:6][C:5]([C:8]2[C:12]3[CH2:13][N:14]([C:17](=[O:19])[CH3:18])[CH2:15][CH2:16][C:11]=3[N:10]([CH2:20][C@H:21]3[CH2:23][O:22]3)[N:9]=2)=[CH:4][CH:3]=1.[CH3:24][C:25]1[CH:30]=[CH:29][C:28]([Cl:31])=[CH:27][C:26]=1[N:32]1[CH2:37][CH2:36][NH:35][CH2:34][CH2:33]1, predict the reaction product. The product is: [Br:1][C:2]1[CH:3]=[CH:4][C:5]([C:8]2[C:12]3[CH2:13][N:14]([C:17](=[O:19])[CH3:18])[CH2:15][CH2:16][C:11]=3[N:10]([CH2:20][C@H:21]([OH:22])[CH2:23][N:35]3[CH2:34][CH2:33][N:32]([C:26]4[CH:27]=[C:28]([Cl:31])[CH:29]=[CH:30][C:25]=4[CH3:24])[CH2:37][CH2:36]3)[N:9]=2)=[CH:6][CH:7]=1.